Dataset: Catalyst prediction with 721,799 reactions and 888 catalyst types from USPTO. Task: Predict which catalyst facilitates the given reaction. (1) Reactant: Cl.[F:2][C:3]1[CH:8]=[CH:7][C:6]([C:9]2[CH2:10][CH2:11][NH:12][CH2:13][CH:14]=2)=[CH:5][CH:4]=1.Br[CH2:16][CH2:17][CH2:18][C:19]1[CH:32]=[CH:31][C:30]2[NH:29][C:28](=[O:33])[C:27]3[C:22](=[CH:23][CH:24]=[CH:25][CH:26]=3)[C:21]=2[CH:20]=1.C(N(CC)CC)C.O. Product: [F:2][C:3]1[CH:8]=[CH:7][C:6]([C:9]2[CH2:14][CH2:13][N:12]([CH2:16][CH2:17][CH2:18][C:19]3[CH:32]=[CH:31][C:30]4[NH:29][C:28](=[O:33])[C:27]5[C:22](=[CH:23][CH:24]=[CH:25][CH:26]=5)[C:21]=4[CH:20]=3)[CH2:11][CH:10]=2)=[CH:5][CH:4]=1. The catalyst class is: 31. (2) Reactant: [CH2:1]([C:9]1([CH2:28][CH2:29][CH2:30][CH2:31][CH2:32][CH2:33][CH2:34][CH3:35])[C:21]2[CH:20]=[C:19]([C:22]#[C:23][Si](C)(C)C)[CH:18]=[CH:17][C:16]=2[C:15]2[C:10]1=[CH:11][CH:12]=[CH:13][CH:14]=2)[CH2:2][CH2:3][CH2:4][CH2:5][CH2:6][CH2:7][CH3:8].C(=O)([O-])[O-].[K+].[K+]. The catalyst class is: 8. Product: [C:22]([C:19]1[CH:18]=[CH:17][C:16]2[C:15]3[C:10](=[CH:11][CH:12]=[CH:13][CH:14]=3)[C:9]([CH2:1][CH2:2][CH2:3][CH2:4][CH2:5][CH2:6][CH2:7][CH3:8])([CH2:28][CH2:29][CH2:30][CH2:31][CH2:32][CH2:33][CH2:34][CH3:35])[C:21]=2[CH:20]=1)#[CH:23].